Dataset: Full USPTO retrosynthesis dataset with 1.9M reactions from patents (1976-2016). Task: Predict the reactants needed to synthesize the given product. (1) Given the product [F:1][C:2]1[CH:3]=[C:4]([C:13]2[N:17]([C:18]3[CH:19]=[N:20][CH:21]=[CH:22][CH:23]=3)[N:16]=[C:15]([C:24]([N:48]3[CH2:46][CH2:37][O:53][CH2:51][CH2:52]3)=[O:25])[CH:14]=2)[CH:5]=[C:6]([O:8][C:9]([F:12])([F:10])[F:11])[CH:7]=1, predict the reactants needed to synthesize it. The reactants are: [F:1][C:2]1[CH:3]=[C:4]([C:13]2[N:17]([C:18]3[CH:19]=[N:20][CH:21]=[CH:22][CH:23]=3)[N:16]=[C:15]([C:24](O)=[O:25])[CH:14]=2)[CH:5]=[C:6]([O:8][C:9]([F:12])([F:11])[F:10])[CH:7]=1.ClC1C=C(C2N(C3C=CC=CN=3)N=[C:37]([C:46]([N:48]3[CH2:52][C:51](=[O:53])NC3)=O)C=2)C=C(F)C=1.N1CCOCC1. (2) Given the product [OH:27][CH2:26][C:2]([CH3:34])([CH3:1])[CH2:3][CH2:4][CH2:5][CH2:6][O:7][C:8](=[O:25])[NH:9][CH2:10][CH2:11][CH2:12][CH2:13][C:14]([CH3:23])([CH3:24])[CH2:15][OH:16], predict the reactants needed to synthesize it. The reactants are: [CH3:1][C:2]([CH3:34])([CH2:26][O:27]C1CCCCO1)[CH2:3][CH2:4][CH2:5][CH2:6][O:7][C:8](=[O:25])[NH:9][CH2:10][CH2:11][CH2:12][CH2:13][C:14]([CH3:24])([CH3:23])[CH2:15][O:16]C1CCCCO1.